Dataset: Full USPTO retrosynthesis dataset with 1.9M reactions from patents (1976-2016). Task: Predict the reactants needed to synthesize the given product. (1) Given the product [O:27]=[C:26]([C:2]1[C:7]([C:8]([F:11])([F:10])[F:9])=[CH:6][CH:5]=[CH:4][N:3]=1)[CH2:25][NH:24][C:22](=[O:23])[O:21][C:18]([CH3:19])([CH3:17])[CH3:20], predict the reactants needed to synthesize it. The reactants are: Br[C:2]1[C:7]([C:8]([F:11])([F:10])[F:9])=[CH:6][CH:5]=[CH:4][N:3]=1.[Li]CCCC.[CH3:17][C:18]([O:21][C:22]([NH:24][CH2:25][C:26](N(OC)C)=[O:27])=[O:23])([CH3:20])[CH3:19]. (2) Given the product [CH2:1]([N:8]1[CH2:12][CH2:11][CH:10]([C@@H:13]2[CH2:15][C@@H:14]2[C:16]([O:18][C:19]([CH3:22])([CH3:21])[CH3:20])=[O:17])[CH2:9]1)[C:2]1[CH:3]=[CH:4][CH:5]=[CH:6][CH:7]=1, predict the reactants needed to synthesize it. The reactants are: [CH2:1]([N:8]1[CH2:12][CH2:11][CH:10]([C@@H:13]2[CH2:15][C@@H:14]2[C:16]([O:18][C:19]([CH3:22])([CH3:21])[CH3:20])=[O:17])[C:9]1=S)[C:2]1[CH:7]=[CH:6][CH:5]=[CH:4][CH:3]=1. (3) The reactants are: C(OC(=O)[NH:7][CH:8]([C:13]1[CH:18]=[CH:17][C:16]([O:19][C:20]([F:23])([F:22])[F:21])=[CH:15][CH:14]=1)[CH2:9][N:10]([CH3:12])[CH3:11])(C)(C)C.[ClH:25].C(OCC)(=O)C. Given the product [ClH:25].[ClH:25].[CH3:11][N:10]([CH3:12])[CH2:9][CH:8]([C:13]1[CH:14]=[CH:15][C:16]([O:19][C:20]([F:21])([F:22])[F:23])=[CH:17][CH:18]=1)[NH2:7], predict the reactants needed to synthesize it. (4) Given the product [F:1][C:2]1[C:10]([CH:29]=[O:30])=[C:9]([F:11])[CH:8]=[C:7]2[C:3]=1[CH:4]=[N:5][N:6]2[CH3:12], predict the reactants needed to synthesize it. The reactants are: [F:1][C:2]1[CH:10]=[C:9]([F:11])[CH:8]=[C:7]2[C:3]=1[CH:4]=[N:5][N:6]2[CH3:12].[Li+].CC([N-]C(C)C)C.CN([CH:29]=[O:30])C1C=CC=CC=1. (5) Given the product [F:13][C:14]1[CH:19]=[C:18]([C:5]2[C:6]3[S:10][C:9]([CH3:11])=[N:8][C:7]=3[C:2]([NH:23][C:24]3[CH:29]=[CH:28][C:27]([CH3:30])=[CH:26][N:25]=3)=[N:3][CH:4]=2)[CH:17]=[N:16][CH:15]=1, predict the reactants needed to synthesize it. The reactants are: Cl[C:2]1[C:7]2[N:8]=[C:9]([CH3:11])[S:10][C:6]=2[C:5](I)=[CH:4][N:3]=1.[F:13][C:14]1[CH:15]=[N:16][CH:17]=[C:18](B(O)O)[CH:19]=1.[NH2:23][C:24]1[CH:29]=[CH:28][C:27]([CH3:30])=[CH:26][N:25]=1. (6) Given the product [CH3:24][C:25]1[N:26]=[C:27]([N:35]2[CH2:39][CH2:38][N:37]([CH2:40][CH2:41][CH2:42][C:43]3[CH:48]=[CH:47][CH:46]=[CH:45][CH:44]=3)[C:36]2=[O:49])[S:28][C:29]=1[C:30]([OH:32])=[O:31], predict the reactants needed to synthesize it. The reactants are: CC1N=C(N2CCN(C3C=CC=CC=3)C2=O)SC=1C(OCC)=O.[CH3:24][C:25]1[N:26]=[C:27]([N:35]2[CH2:39][CH2:38][N:37]([CH2:40][CH2:41][CH2:42][C:43]3[CH:48]=[CH:47][CH:46]=[CH:45][CH:44]=3)[C:36]2=[O:49])[S:28][C:29]=1[C:30]([O:32]CC)=[O:31]. (7) Given the product [Br:1][C:2]1[CH:3]=[C:4]([O:14][CH3:15])[C:5]([O:12][CH3:13])=[C:6]([CH:8]([F:22])[CH2:9][CH3:10])[CH:7]=1, predict the reactants needed to synthesize it. The reactants are: [Br:1][C:2]1[CH:3]=[C:4]([O:14][CH3:15])[C:5]([O:12][CH3:13])=[C:6]([CH:8](O)[CH2:9][CH3:10])[CH:7]=1.CCN(S(F)(F)[F:22])CC.